Dataset: Forward reaction prediction with 1.9M reactions from USPTO patents (1976-2016). Task: Predict the product of the given reaction. (1) Given the reactants Br.[OH:2][C:3]1[CH:8]=[CH:7][C:6]([C:9]2[N:10]=[CH:11][N:12]([C:14]([N:16]([CH3:23])[CH:17]3[CH2:22][CH2:21][NH:20][CH2:19][CH2:18]3)=[O:15])[CH:13]=2)=[CH:5][CH:4]=1.C(N(CC)C(C)C)(C)C.[F:33][C:34]1[CH:41]=[CH:40][C:37]([CH:38]=O)=[CH:36][C:35]=1[O:42][CH3:43].C(O[BH-](OC(=O)C)OC(=O)C)(=O)C.[Na+].C(O)(=O)C, predict the reaction product. The product is: [F:33][C:34]1[CH:41]=[CH:40][C:37]([CH2:38][N:20]2[CH2:21][CH2:22][CH:17]([N:16]([CH3:23])[C:14]([N:12]3[CH:13]=[C:9]([C:6]4[CH:7]=[CH:8][C:3]([OH:2])=[CH:4][CH:5]=4)[N:10]=[CH:11]3)=[O:15])[CH2:18][CH2:19]2)=[CH:36][C:35]=1[O:42][CH3:43]. (2) Given the reactants [Cl:1][C:2]1[CH:11]=[C:10]2[C:5]([C:6](=[O:16])[N:7]([CH2:13][CH:14]=[CH2:15])[C:8](=O)[NH:9]2)=[CH:4][CH:3]=1.P(Cl)(Cl)([Cl:19])=O.CN(C)C1C=CC=CC=1, predict the reaction product. The product is: [Cl:19][C:8]1[N:7]([CH2:13][CH:14]=[CH2:15])[C:6](=[O:16])[C:5]2[C:10](=[CH:11][C:2]([Cl:1])=[CH:3][CH:4]=2)[N:9]=1.